From a dataset of Reaction yield outcomes from USPTO patents with 853,638 reactions. Predict the reaction yield, written as a fraction of the theoretical maximum amount of product (1.0 means a 100% yield; for example, 0.34 means a 34% yield). (1) The reactants are [CH3:1][NH2:2].CS(O[CH2:8][CH2:9][CH:10]([NH:18][C:19]([O:21][C:22]([CH3:25])([CH3:24])[CH3:23])=[O:20])[C:11]1[CH:16]=[CH:15][C:14]([Cl:17])=[CH:13][CH:12]=1)(=O)=O. The catalyst is C1COCC1. The product is [Cl:17][C:14]1[CH:15]=[CH:16][C:11]([CH:10]([NH:18][C:19](=[O:20])[O:21][C:22]([CH3:25])([CH3:24])[CH3:23])[CH2:9][CH2:8][NH:2][CH3:1])=[CH:12][CH:13]=1. The yield is 0.900. (2) The product is [Cl:43][C:44]1[CH:45]=[C:46]([C@@H:50]([C@@H:59]2[CH2:60][CH2:40][CH2:39][N:38]([C:36](=[O:37])[NH:1][C@@H:2]([CH2:15][C@H:16]3[CH2:21][CH2:20][CH2:19][O:18][CH2:17]3)[CH2:3][N:4]([C:5]([O:6][CH2:7][CH2:8][Si:9]([CH3:12])([CH3:11])[CH3:10])=[O:13])[CH3:14])[CH2:42]2)[O:51][CH2:52][CH2:53][NH:54][C:55](=[O:58])[O:56][CH3:57])[CH:47]=[CH:48][CH:49]=1. The catalyst is C(Cl)Cl. The reactants are [NH2:1][C@@H:2]([CH2:15][C@H:16]1[CH2:21][CH2:20][CH2:19][O:18][CH2:17]1)[CH2:3][N:4]([CH3:14])[C:5](=[O:13])[O:6][CH2:7][CH2:8][Si:9]([CH3:12])([CH3:11])[CH3:10].CCN(C(C)C)C(C)C.C1N=CN([C:36]([N:38]2[CH:42]=N[CH:40]=[CH:39]2)=[O:37])C=1.[Cl:43][C:44]1[CH:45]=[C:46]([C@@H:50]([C@@H:59]2CCCN[CH2:60]2)[O:51][CH2:52][CH2:53][NH:54][C:55](=[O:58])[O:56][CH3:57])[CH:47]=[CH:48][CH:49]=1.C(O)(C(F)(F)F)=O. The yield is 0.750. (3) The reactants are [CH2:1]([O:5][C:6]1[C:15]2[C:10](=[CH:11][CH:12]=[C:13]([C:16]3[S:17][CH:18]=[C:19]([C:21]([O:23][CH2:24][CH3:25])=[O:22])[N:20]=3)[CH:14]=2)[C:9](=[O:26])[N:8]([CH2:27][CH:28]([CH3:30])[CH3:29])[C:7]=1CCNC(OCC1C2C=CC=CC=2C2C1=CC=CC=2)=O)[CH2:2][CH2:3][CH3:4].O1CCCC1.[NH:56]1CCC[CH2:57]1.[C:61](O[C:61]([O:63][C:64]([CH3:67])([CH3:66])[CH3:65])=[O:62])([O:63][C:64]([CH3:67])([CH3:66])[CH3:65])=[O:62]. The catalyst is CN(C)C=O.O. The product is [CH2:1]([O:5][C:6]1[C:15]2[C:10](=[CH:11][CH:12]=[C:13]([C:16]3[S:17][CH:18]=[C:19]([C:21]([O:23][CH2:24][CH3:25])=[O:22])[N:20]=3)[CH:14]=2)[C:9](=[O:26])[N:8]([CH2:27][CH:28]([CH3:30])[CH3:29])[C:7]=1[CH2:57][NH:56][C:61]([O:63][C:64]([CH3:67])([CH3:66])[CH3:65])=[O:62])[CH2:2][CH2:3][CH3:4]. The yield is 0.871. (4) The reactants are [CH3:1][N:2]([CH:10]1[CH2:14][CH2:13][N:12]([C:15]2[C:20]([CH:21]3[CH2:24][N:23]([C:25]4[CH:34]=[CH:33][C:32]5[C:27](=[CH:28][CH:29]=[CH:30][CH:31]=5)[N:26]=4)[CH2:22]3)=[N:19][CH:18]=[CH:17][N:16]=2)[CH2:11]1)C(=O)OC(C)(C)C.Cl.C(O)(C)C. No catalyst specified. The product is [CH3:1][NH:2][CH:10]1[CH2:14][CH2:13][N:12]([C:15]2[C:20]([CH:21]3[CH2:24][N:23]([C:25]4[CH:34]=[CH:33][C:32]5[C:27](=[CH:28][CH:29]=[CH:30][CH:31]=5)[N:26]=4)[CH2:22]3)=[N:19][CH:18]=[CH:17][N:16]=2)[CH2:11]1. The yield is 0.440. (5) The reactants are [CH3:1][C:2]1[CH:3]=[C:4]([CH:9]=[CH:10][C:11]=1B1OC(C)(C)C(C)(C)O1)[C:5]([O:7][CH3:8])=[O:6].[CH3:21][CH:22]([O:24][C:25](=[O:42])[NH:26][C@H:27]1[C:36]2[C:31](=[CH:32][CH:33]=[C:34](Br)[CH:35]=2)[N:30]([C:38](=[O:40])[CH3:39])[C@@H:29]([CH3:41])[CH2:28]1)[CH3:23].C(=O)(O)[O-].[Na+]. The catalyst is C1(P([C-]2C=CC=C2)C2C=CC=CC=2)C=CC=CC=1.[C-]1(P(C2C=CC=CC=2)C2C=CC=CC=2)C=CC=C1.[Fe+2].Cl[Pd]Cl.C(Cl)Cl.O1CCOCC1. The product is [C:38]([N:30]1[C:31]2[C:36](=[CH:35][C:34]([C:11]3[CH:10]=[CH:9][C:4]([C:5]([O:7][CH3:8])=[O:6])=[CH:3][C:2]=3[CH3:1])=[CH:33][CH:32]=2)[C@H:27]([NH:26][C:25]([O:24][CH:22]([CH3:23])[CH3:21])=[O:42])[CH2:28][C@@H:29]1[CH3:41])(=[O:40])[CH3:39]. The yield is 0.568. (6) The reactants are [F:1][CH2:2][CH2:3][O:4][C:5]1[CH:14]=[CH:13][C:8]([C:9]([O:11]C)=[O:10])=[CH:7][CH:6]=1.[Li+].[OH-]. The catalyst is O1CCOCC1. The product is [F:1][CH2:2][CH2:3][O:4][C:5]1[CH:14]=[CH:13][C:8]([C:9]([OH:11])=[O:10])=[CH:7][CH:6]=1. The yield is 0.710. (7) The reactants are COCCN(S(F)(F)[F:11])CCOC.[C:14]([O:18][C:19]([N:21]1[CH2:26][CH2:25][C:24]([C:28]2[CH:33]=[CH:32][C:31]([Br:34])=[CH:30][CH:29]=2)(O)[CH2:23][CH2:22]1)=[O:20])([CH3:17])([CH3:16])[CH3:15]. The catalyst is C(Cl)Cl. The product is [C:14]([O:18][C:19]([N:21]1[CH2:26][CH2:25][C:24]([C:28]2[CH:33]=[CH:32][C:31]([Br:34])=[CH:30][CH:29]=2)([F:11])[CH2:23][CH2:22]1)=[O:20])([CH3:17])([CH3:16])[CH3:15]. The yield is 0.910.